From a dataset of Full USPTO retrosynthesis dataset with 1.9M reactions from patents (1976-2016). Predict the reactants needed to synthesize the given product. (1) Given the product [CH3:16][C:2]([NH2:17])([CH3:1])[CH2:3][C:4]1[CH:9]=[CH:8][C:7]([C:10]2[N:11]=[C:12]([CH3:15])[S:13][CH:14]=2)=[CH:6][CH:5]=1, predict the reactants needed to synthesize it. The reactants are: [CH3:1][C:2]([NH:17]C(=O)C(F)(F)F)([CH3:16])[CH2:3][C:4]1[CH:9]=[CH:8][C:7]([C:10]2[N:11]=[C:12]([CH3:15])[S:13][CH:14]=2)=[CH:6][CH:5]=1.[OH-].[Na+]. (2) The reactants are: [CH2:1]([N:8]1[C@@H:13]([C@H:14]([OH:16])[CH3:15])[CH2:12][O:11][CH:10]([CH3:17])[C:9]1=O)[C:2]1[CH:7]=[CH:6][CH:5]=[CH:4][CH:3]=1.CO. Given the product [CH2:1]([N:8]1[CH2:9][CH:10]([CH3:17])[O:11][CH2:12][C@@H:13]1[C@H:14]([OH:16])[CH3:15])[C:2]1[CH:3]=[CH:4][CH:5]=[CH:6][CH:7]=1, predict the reactants needed to synthesize it. (3) The reactants are: [Br:1][C:2]1[CH:9]=[C:8]([Cl:10])[CH:7]=[CH:6][C:3]=1[CH:4]=O.[N:11]1([C:17]([O:19][C:20]([CH3:23])([CH3:22])[CH3:21])=[O:18])[CH2:16][CH2:15][NH:14][CH2:13][CH2:12]1.C(O[BH-](OC(=O)C)OC(=O)C)(=O)C.[Na+]. Given the product [Br:1][C:2]1[CH:9]=[C:8]([Cl:10])[CH:7]=[CH:6][C:3]=1[CH2:4][N:14]1[CH2:13][CH2:12][N:11]([C:17]([O:19][C:20]([CH3:23])([CH3:22])[CH3:21])=[O:18])[CH2:16][CH2:15]1, predict the reactants needed to synthesize it. (4) Given the product [C:18]([C:6]1[CH:7]=[C:8]([C:14]([CH3:16])([CH3:15])[CH3:17])[C:9]([N+:11]([O-:13])=[O:12])=[CH:10][C:5]=1[OH:4])([CH3:19])([CH3:20])[CH3:21], predict the reactants needed to synthesize it. The reactants are: COC(=O)[O:4][C:5]1[CH:10]=[C:9]([N+:11]([O-:13])=[O:12])[C:8]([C:14]([CH3:17])([CH3:16])[CH3:15])=[CH:7][C:6]=1[C:18]([CH3:21])([CH3:20])[CH3:19].COC(=O)OC1C([N+]([O-])=O)=CC(C(C)(C)C)=CC=1C(C)(C)C.[OH-].[K+].Cl. (5) Given the product [Br:8][C:21]1[S:20][C:19]([C:12]2[C:13]([CH2:17][CH3:18])=[CH:14][CH:15]=[CH:16][C:11]=2[CH2:9][CH3:10])=[N:23][C:22]=1[CH3:24], predict the reactants needed to synthesize it. The reactants are: C1C(=O)N([Br:8])C(=O)C1.[CH2:9]([C:11]1[CH:16]=[CH:15][CH:14]=[C:13]([CH2:17][CH3:18])[C:12]=1[C:19]1[S:20][CH:21]=[C:22]([CH3:24])[N:23]=1)[CH3:10]. (6) Given the product [S:1]1[CH:2]=[CH:3][CH:4]=[C:5]1[S:11]([Cl:10])(=[O:13])=[O:12], predict the reactants needed to synthesize it. The reactants are: [S:1]1[CH:5]=[CH:4][CH2:3][CH2:2]1.NC(N)=O.[Cl:10][S:11](O)(=[O:13])=[O:12]. (7) Given the product [CH2:15]([C@@H:17]1[N:18]([C:2]2[O:3][C:4]3[C:5](=[C:7]([C:11]([O:13][CH3:14])=[O:12])[CH:8]=[CH:9][CH:10]=3)[N:6]=2)[C@@H:19]([CH3:23])[CH2:20][O:21][CH2:22]1)[CH3:16], predict the reactants needed to synthesize it. The reactants are: Cl[C:2]1[O:3][C:4]2[C:5](=[C:7]([C:11]([O:13][CH3:14])=[O:12])[CH:8]=[CH:9][CH:10]=2)[N:6]=1.[CH2:15]([C@H:17]1[CH2:22][O:21][CH2:20][C@H:19]([CH3:23])[NH:18]1)[CH3:16]. (8) Given the product [CH3:5][C:6]1[CH:15]=[CH:14][C:13]2[C:8](=[CH:9][CH:10]=[CH:11][C:12]=2[N:16]2[CH2:17][CH2:18][N:19]([CH2:22][CH2:23][C:24]3[CH:25]=[C:26]([N:27]4[CH2:34][C:35]5[C:40](=[CH:39][CH:38]=[CH:37][CH:36]=5)[C:31]4=[O:32])[CH:28]=[CH:29][CH:30]=3)[CH2:20][CH2:21]2)[N:7]=1, predict the reactants needed to synthesize it. The reactants are: C[Al](C)C.[CH3:5][C:6]1[CH:15]=[CH:14][C:13]2[C:8](=[CH:9][CH:10]=[CH:11][C:12]=2[N:16]2[CH2:21][CH2:20][N:19]([CH2:22][CH2:23][C:24]3[CH:25]=[C:26]([CH:28]=[CH:29][CH:30]=3)[NH2:27])[CH2:18][CH2:17]2)[N:7]=1.[C:31]1([C:40]2[C:35](=[CH:36][CH:37]=[CH:38][CH:39]=2)[CH2:34]O1)=[O:32].C(N(CC)C(C)C)(C)C.CS(Cl)(=O)=O. (9) Given the product [CH2:1]([C:5]1[N:6]([CH2:34][C:35]2[CH:40]=[CH:39][C:38]([C:41]3[CH:46]=[CH:45][CH:44]=[CH:43][C:42]=3[C:47]3[NH:51][N:50]=[N:49][N:48]=3)=[CH:37][CH:36]=2)[C:7]([C:11]([O:13][CH:14]([O:16][C:17]([O:19][CH2:20][CH2:21][CH2:22][C@@H:23]([O:30][N+:31]([O-:33])=[O:32])[C@H:24]([O:26][N+:27]([O-:29])=[O:28])[CH3:25])=[O:18])[CH3:15])=[O:12])=[C:8]([Cl:10])[N:9]=1)[CH2:2][CH2:3][CH3:4], predict the reactants needed to synthesize it. The reactants are: [CH2:1]([C:5]1[N:6]([CH2:34][C:35]2[CH:40]=[CH:39][C:38]([C:41]3[CH:46]=[CH:45][CH:44]=[CH:43][C:42]=3[C:47]3[N:51](C(C4C=CC=CC=4)(C4C=CC=CC=4)C4C=CC=CC=4)[N:50]=[N:49][N:48]=3)=[CH:37][CH:36]=2)[C:7]([C:11]([O:13][CH:14]([O:16][C:17]([O:19][CH2:20][CH2:21][CH2:22][C@@H:23]([O:30][N+:31]([O-:33])=[O:32])[C@H:24]([O:26][N+:27]([O-:29])=[O:28])[CH3:25])=[O:18])[CH3:15])=[O:12])=[C:8]([Cl:10])[N:9]=1)[CH2:2][CH2:3][CH3:4].